Dataset: Reaction yield outcomes from USPTO patents with 853,638 reactions. Task: Predict the reaction yield, written as a fraction of the theoretical maximum amount of product (1.0 means a 100% yield; for example, 0.34 means a 34% yield). (1) The reactants are Br[CH:2]([C:8]1[CH:13]=[CH:12][CH:11]=[CH:10][CH:9]=1)[C:3]([O:5]CC)=[O:4].[NH2:14][C:15]1[C:16]([CH3:21])=[CH:17][CH:18]=[CH:19][CH:20]=1.CCN(C(C)C)C(C)C.O.[OH-].[Li+].[ClH:34]. The catalyst is C(#N)C.O1CCOCC1.O. The product is [ClH:34].[C:8]1([CH:2]([NH:14][C:15]2[CH:20]=[CH:19][CH:18]=[CH:17][C:16]=2[CH3:21])[C:3]([OH:5])=[O:4])[CH:9]=[CH:10][CH:11]=[CH:12][CH:13]=1. The yield is 0.630. (2) The reactants are [N:1]1[CH:6]=[CH:5][CH:4]=[CH:3][C:2]=1[C:7]1[N:11]=[C:10]([C:12]2[CH:17]=[C:16]([OH:18])[CH:15]=[C:14]([C:19]#[N:20])[CH:13]=2)[O:9][N:8]=1.C(=O)([O-])[O-].[K+].[K+].[CH2:27](I)[CH2:28][CH3:29]. The catalyst is CN(C)C=O.ClCCl. The product is [N:1]1[CH:6]=[CH:5][CH:4]=[CH:3][C:2]=1[C:7]1[N:11]=[C:10]([C:12]2[CH:17]=[C:16]([O:18][CH2:27][CH2:28][CH3:29])[CH:15]=[C:14]([C:19]#[N:20])[CH:13]=2)[O:9][N:8]=1. The yield is 0.400. (3) The reactants are Cl.[NH2:2][CH2:3][C:4]1[CH:5]=[C:6]2[C:10](=[CH:11][CH:12]=1)[C:9](=[O:13])[N:8]([C:14]1([CH3:22])[CH2:19][CH2:18][C:17](=[O:20])[NH:16][C:15]1=[O:21])[C:7]2=[O:23].[Cl:24][C:25]1[CH:26]=[C:27]([N:32]=[C:33]=[O:34])[CH:28]=[CH:29][C:30]=1[CH3:31].C(N(CC)CC)C.Cl. The catalyst is C1COCC1. The product is [Cl:24][C:25]1[CH:26]=[C:27]([NH:32][C:33]([NH:2][CH2:3][C:4]2[CH:5]=[C:6]3[C:10](=[CH:11][CH:12]=2)[C:9](=[O:13])[N:8]([C:14]2([CH3:22])[CH2:19][CH2:18][C:17](=[O:20])[NH:16][C:15]2=[O:21])[C:7]3=[O:23])=[O:34])[CH:28]=[CH:29][C:30]=1[CH3:31]. The yield is 0.580.